This data is from Forward reaction prediction with 1.9M reactions from USPTO patents (1976-2016). The task is: Predict the product of the given reaction. (1) Given the reactants [CH3:1][N:2]([C@@H:10]([CH3:50])[C:11]([NH:13][C@@H:14]([CH2:40][C:41]1[CH:46]=[CH:45][C:44]([N+:47]([O-])=O)=[CH:43][CH:42]=1)[C:15](=[O:39])[N:16]1[C@H:25]([C:26](=[O:38])[NH:27][C@H:28]2[C:37]3[C:32](=[CH:33][CH:34]=[CH:35][CH:36]=3)[CH2:31][CH2:30][CH2:29]2)[CH2:24][C:23]2[C:18](=[CH:19][CH:20]=[CH:21][CH:22]=2)[CH2:17]1)=[O:12])[C:3](=[O:9])[O:4][C:5]([CH3:8])([CH3:7])[CH3:6], predict the reaction product. The product is: [NH2:47][C:44]1[CH:43]=[CH:42][C:41]([CH2:40][C@H:14]([NH:13][C:11](=[O:12])[C@@H:10]([N:2]([CH3:1])[C:3](=[O:9])[O:4][C:5]([CH3:6])([CH3:7])[CH3:8])[CH3:50])[C:15](=[O:39])[N:16]2[C@H:25]([C:26](=[O:38])[NH:27][C@H:28]3[C:37]4[C:32](=[CH:33][CH:34]=[CH:35][CH:36]=4)[CH2:31][CH2:30][CH2:29]3)[CH2:24][C:23]3[C:18](=[CH:19][CH:20]=[CH:21][CH:22]=3)[CH2:17]2)=[CH:46][CH:45]=1. (2) Given the reactants Br[C:2]1[C:3]2[N:4]([CH:18]=[CH:19][N:20]=2)[N:5]=[C:6]([C:8]2[CH:17]=[CH:16][C:11]([C:12]([O:14][CH3:15])=[O:13])=[CH:10][CH:9]=2)[CH:7]=1.[CH3:21][O:22][C:23]1[CH:24]=[CH:25][C:26]([NH2:31])=[N:27][C:28]=1[O:29][CH3:30].C1C=CC(P(C2C(C3C(P(C4C=CC=CC=4)C4C=CC=CC=4)=CC=C4C=3C=CC=C4)=C3C(C=CC=C3)=CC=2)C2C=CC=CC=2)=CC=1.C([O-])([O-])=O.[Cs+].[Cs+], predict the reaction product. The product is: [CH3:21][O:22][C:23]1[CH:24]=[CH:25][C:26]([NH:31][C:2]2[C:3]3[N:4]([CH:18]=[CH:19][N:20]=3)[N:5]=[C:6]([C:8]3[CH:17]=[CH:16][C:11]([C:12]([O:14][CH3:15])=[O:13])=[CH:10][CH:9]=3)[CH:7]=2)=[N:27][C:28]=1[O:29][CH3:30].